Dataset: NCI-60 drug combinations with 297,098 pairs across 59 cell lines. Task: Regression. Given two drug SMILES strings and cell line genomic features, predict the synergy score measuring deviation from expected non-interaction effect. Drug 1: CC1=C(C=C(C=C1)NC2=NC=CC(=N2)N(C)C3=CC4=NN(C(=C4C=C3)C)C)S(=O)(=O)N.Cl. Drug 2: C1CN1P(=S)(N2CC2)N3CC3. Cell line: SK-MEL-28. Synergy scores: CSS=-1.59, Synergy_ZIP=0.0811, Synergy_Bliss=-1.03, Synergy_Loewe=-6.73, Synergy_HSA=-3.88.